This data is from Peptide-MHC class II binding affinity with 134,281 pairs from IEDB. The task is: Regression. Given a peptide amino acid sequence and an MHC pseudo amino acid sequence, predict their binding affinity value. This is MHC class II binding data. (1) The peptide sequence is GEQLYISVISPARSL. The MHC is DRB1_0101 with pseudo-sequence DRB1_0101. The binding affinity (normalized) is 0.804. (2) The peptide sequence is KFTVFEAAFNKAIKE. The MHC is DRB1_0802 with pseudo-sequence DRB1_0802. The binding affinity (normalized) is 0.262. (3) The peptide sequence is HCNEMSWIQSIPFVH. The MHC is DRB1_0301 with pseudo-sequence DRB1_0301. The binding affinity (normalized) is 0.341. (4) The peptide sequence is EKALWIIFSQNMNIK. The MHC is HLA-DQA10104-DQB10503 with pseudo-sequence HLA-DQA10104-DQB10503. The binding affinity (normalized) is 0.301. (5) The peptide sequence is SSNPTILSEGNSFTA. The MHC is DRB1_0901 with pseudo-sequence DRB1_0901. The binding affinity (normalized) is 0.468. (6) The peptide sequence is DGCWYPMEIRPRKTHHHHHHH. The MHC is HLA-DQA10102-DQB10501 with pseudo-sequence HLA-DQA10102-DQB10501. The binding affinity (normalized) is 0.529. (7) The peptide sequence is EDLVRAYHAMSSTHE. The MHC is HLA-DQA10102-DQB10602 with pseudo-sequence HLA-DQA10102-DQB10602. The binding affinity (normalized) is 0.282.